Dataset: Reaction yield outcomes from USPTO patents with 853,638 reactions. Task: Predict the reaction yield, written as a fraction of the theoretical maximum amount of product (1.0 means a 100% yield; for example, 0.34 means a 34% yield). (1) The reactants are [O:1]1[C:5]2[CH:6]=[CH:7][CH:8]=[CH:9][C:4]=2[N:3]=[C:2]1[C:10]1[CH:26]=[CH:25][C:13]2[N:14]([CH:18]3[CH2:23][CH2:22][CH:21]([OH:24])[CH2:20][CH2:19]3)[C:15]([CH3:17])=[N:16][C:12]=2[CH:11]=1.C(C1C(=O)C(Cl)=C(Cl)C(=O)C=1C#N)#N. The catalyst is C(Cl)(Cl)Cl. The product is [O:1]1[C:5]2[CH:6]=[CH:7][CH:8]=[CH:9][C:4]=2[N:3]=[C:2]1[C:10]1[CH:26]=[CH:25][C:13]2[N:14]([CH:18]3[CH2:19][CH2:20][C:21](=[O:24])[CH2:22][CH2:23]3)[C:15]([CH3:17])=[N:16][C:12]=2[CH:11]=1. The yield is 0.400. (2) The reactants are CS(OCC#[C:8][C:9]1[CH:14]=[C:13]([CH3:15])[CH:12]=[CH:11][C:10]=1[NH:16][C:17]([CH:19]1[O:24][C:23]2[CH:25]=[CH:26][C:27]([O:29][C:30]([F:33])([F:32])[F:31])=[CH:28][C:22]=2[NH:21][CH2:20]1)=[O:18])(=O)=O.[CH3:34][CH2:35][N:36]([CH:40]([CH3:42])C)[CH:37](C)[CH3:38].N1CC[O:46]CC1.[Cl:49]CCl. No catalyst specified. The product is [ClH:49].[ClH:49].[CH3:15][C:13]1[CH:12]=[CH:11][C:10]([NH:16][C:17]([CH:19]2[O:24][C:23]3[CH:25]=[CH:26][C:27]([O:29][C:30]([F:32])([F:33])[F:31])=[CH:28][C:22]=3[NH:21][CH2:20]2)=[O:18])=[C:9]([C:8]#[C:34][CH2:35][N:36]2[CH2:40][CH2:42][O:46][CH2:38][CH2:37]2)[CH:14]=1. The yield is 0.220. (3) The reactants are [NH2:1][C:2]1[N:7]=[C:6]([NH:8][C:9]2[CH:14]=[CH:13][C:12]([NH:15][C:16]([C:18]3[CH:23]=[CH:22][C:21]([N+:24]([O-])=O)=[CH:20][N:19]=3)=[O:17])=[CH:11][CH:10]=2)[CH:5]=[C:4]([CH3:27])[N:3]=1. The catalyst is [Pd].CO.C1COCC1. The product is [NH2:24][C:21]1[CH:22]=[CH:23][C:18]([C:16]([NH:15][C:12]2[CH:11]=[CH:10][C:9]([NH:8][C:6]3[CH:5]=[C:4]([CH3:27])[N:3]=[C:2]([NH2:1])[N:7]=3)=[CH:14][CH:13]=2)=[O:17])=[N:19][CH:20]=1. The yield is 0.960. (4) The yield is 0.410. The product is [C:8]([C:5]1[N:6]=[N:7][C:2]([NH:22][C@@H:23]2[CH2:28][CH2:27][CH2:26][CH2:25][C@@H:24]2[NH:29][C:30](=[O:36])[O:31][C:32]([CH3:34])([CH3:33])[CH3:35])=[CH:3][C:4]=1[NH:11][C:12]1[CH:17]=[C:16]([CH3:18])[CH:15]=[C:14]([CH:19]([CH3:21])[CH3:20])[N:13]=1)(=[O:9])[NH2:10]. The reactants are Cl[C:2]1[N:7]=[N:6][C:5]([C:8]([NH2:10])=[O:9])=[C:4]([NH:11][C:12]2[CH:17]=[C:16]([CH3:18])[CH:15]=[C:14]([CH:19]([CH3:21])[CH3:20])[N:13]=2)[CH:3]=1.[NH2:22][C@@H:23]1[CH2:28][CH2:27][CH2:26][CH2:25][C@@H:24]1[NH:29][C:30](=[O:36])[O:31][C:32]([CH3:35])([CH3:34])[CH3:33]. The catalyst is CN1C(=O)CCC1.C(OCC)(=O)C.O. (5) The reactants are C([O:4][C:5]1[CH:13]=[C:12]([CH3:14])[CH:11]=[C:10]2[C:6]=1[CH2:7][CH2:8][CH2:9]2)(=O)C. The catalyst is CCCCCC.C(OCC)(=O)C. The product is [CH3:14][C:12]1[CH:13]=[C:5]([OH:4])[C:6]2[CH2:7][CH2:8][CH2:9][C:10]=2[CH:11]=1. The yield is 0.810. (6) The reactants are [NH2:1][C:2]1[CH:3]=[C:4]([CH:8]=[CH:9][C:10]=1[Cl:11])[C:5]([OH:7])=O.[CH2:12]1[C@H:21]2[C@H:16]([CH2:17][CH2:18][C:19]3[CH:25]=[CH:24][CH:23]=[CH:22][C:20]=32)[NH:15][CH2:14][CH2:13]1.F[P-](F)(F)(F)(F)F.N1(OC(N(C)C)=[N+](C)C)C2N=CC=CC=2N=N1. No catalyst specified. The product is [NH2:1][C:2]1[CH:3]=[C:4]([C:5]([N:15]2[C@@H:16]3[C@@H:21]([C:20]4[CH:22]=[CH:23][CH:24]=[CH:25][C:19]=4[CH2:18][CH2:17]3)[CH2:12][CH2:13][CH2:14]2)=[O:7])[CH:8]=[CH:9][C:10]=1[Cl:11]. The yield is 0.460. (7) The reactants are [S:1]1[CH:5]=[CH:4][N:3]=[C:2]1[C:6]1[NH:7][C:8]2[C:13]([CH:14]=1)=[CH:12][CH:11]=[CH:10][C:9]=2[N:15]([CH2:24][C:25]([O:27]CC)=[O:26])[S:16]([C:19]1[S:20][CH:21]=[CH:22][CH:23]=1)(=[O:18])=[O:17].[OH-].[Na+].O1CCCC1. The catalyst is CO. The product is [S:1]1[CH:5]=[CH:4][N:3]=[C:2]1[C:6]1[NH:7][C:8]2[C:13]([CH:14]=1)=[CH:12][CH:11]=[CH:10][C:9]=2[N:15]([CH2:24][C:25]([OH:27])=[O:26])[S:16]([C:19]1[S:20][CH:21]=[CH:22][CH:23]=1)(=[O:18])=[O:17]. The yield is 0.690.